From a dataset of NCI-60 drug combinations with 297,098 pairs across 59 cell lines. Regression. Given two drug SMILES strings and cell line genomic features, predict the synergy score measuring deviation from expected non-interaction effect. (1) Drug 1: CC1=C(C(=CC=C1)Cl)NC(=O)C2=CN=C(S2)NC3=CC(=NC(=N3)C)N4CCN(CC4)CCO. Synergy scores: CSS=5.12, Synergy_ZIP=7.14, Synergy_Bliss=6.59, Synergy_Loewe=8.78, Synergy_HSA=2.33. Drug 2: CC(C)CN1C=NC2=C1C3=CC=CC=C3N=C2N. Cell line: SK-MEL-2. (2) Drug 1: CN(C)N=NC1=C(NC=N1)C(=O)N. Drug 2: C1C(C(OC1N2C=NC3=C2NC=NCC3O)CO)O. Cell line: SF-539. Synergy scores: CSS=3.71, Synergy_ZIP=-2.40, Synergy_Bliss=-1.27, Synergy_Loewe=-1.00, Synergy_HSA=-0.732. (3) Drug 2: CCN(CC)CCCC(C)NC1=C2C=C(C=CC2=NC3=C1C=CC(=C3)Cl)OC. Cell line: HOP-92. Synergy scores: CSS=23.5, Synergy_ZIP=-5.41, Synergy_Bliss=-3.30, Synergy_Loewe=-8.46, Synergy_HSA=-8.01. Drug 1: CC(C)(C#N)C1=CC(=CC(=C1)CN2C=NC=N2)C(C)(C)C#N.